From a dataset of Catalyst prediction with 721,799 reactions and 888 catalyst types from USPTO. Predict which catalyst facilitates the given reaction. (1) Reactant: [Br:1][C:2]1[CH:10]=[CH:9][C:8]([F:11])=[CH:7][C:3]=1[C:4](O)=[O:5].B.C(OCC)(=O)C.Cl. Product: [Br:1][C:2]1[CH:10]=[CH:9][C:8]([F:11])=[CH:7][C:3]=1[CH2:4][OH:5]. The catalyst class is: 1. (2) Reactant: [CH2:1]([O:8][C:9]([N:11]1[C@H:20]([C:21]([OH:23])=O)[CH2:19][C:18]2[C:13](=[CH:14][CH:15]=[CH:16][CH:17]=2)[CH2:12]1)=[O:10])[C:2]1[CH:7]=[CH:6][CH:5]=[CH:4][CH:3]=1.[NH:24]1[CH2:29][CH2:28][O:27][CH2:26][CH2:25]1.C(N(CC)CC)C.C(N=C=NCCCN(C)C)C.OC1C2N=NNC=2C=CC=1.[Cl-].[NH4+]. Product: [N:24]1([C:21]([C@@H:20]2[CH2:19][C:18]3[C:13](=[CH:14][CH:15]=[CH:16][CH:17]=3)[CH2:12][N:11]2[C:9]([O:8][CH2:1][C:2]2[CH:7]=[CH:6][CH:5]=[CH:4][CH:3]=2)=[O:10])=[O:23])[CH2:29][CH2:28][O:27][CH2:26][CH2:25]1. The catalyst class is: 4. (3) Reactant: [C:1]([C:3]1[CH:4]=[C:5]([CH:24]([O:27][CH2:28][CH2:29][NH:30][S:31]([C:34]2[CH:39]=[CH:38][C:37]([N+:40]([O-:42])=[O:41])=[CH:36][CH:35]=2)(=[O:33])=[O:32])[CH2:25]I)[C:6]([CH:21]2[CH2:23][CH2:22]2)=[N:7][C:8]=1[N:9]1[CH2:14][CH2:13][N:12]([C:15]([CH:17]2[CH2:19][CH2:18]2)=[O:16])[C@H:11]([CH3:20])[CH2:10]1)#[N:2].C([O-])([O-])=O.[K+].[K+]. Product: [CH:17]1([C:15]([N:12]2[CH2:13][CH2:14][N:9]([C:8]3[N:7]=[C:6]([CH:21]4[CH2:22][CH2:23]4)[C:5]([CH:24]4[O:27][CH2:28][CH2:29][N:30]([S:31]([C:34]5[CH:39]=[CH:38][C:37]([N+:40]([O-:42])=[O:41])=[CH:36][CH:35]=5)(=[O:32])=[O:33])[CH2:25]4)=[CH:4][C:3]=3[C:1]#[N:2])[CH2:10][C@H:11]2[CH3:20])=[O:16])[CH2:18][CH2:19]1. The catalyst class is: 23. (4) Reactant: [C:1]([OH:12])(=[O:11])[C:2]1[CH:10]=[C:8]([OH:9])[C:6]([OH:7])=[C:4]([OH:5])[CH:3]=1.S(=O)(=O)(O)O.[CH:18](OC)(OC)OC. Product: [C:1]([O:12][CH3:18])(=[O:11])[C:2]1[CH:10]=[C:8]([OH:9])[C:6]([OH:7])=[C:4]([OH:5])[CH:3]=1. The catalyst class is: 5.